From a dataset of TCR-epitope binding with 47,182 pairs between 192 epitopes and 23,139 TCRs. Binary Classification. Given a T-cell receptor sequence (or CDR3 region) and an epitope sequence, predict whether binding occurs between them. (1) The epitope is RTLNAWVKV. The TCR CDR3 sequence is CASSHRGQIGQFF. Result: 0 (the TCR does not bind to the epitope). (2) The epitope is KLNVGDYFV. The TCR CDR3 sequence is CASSQETGTGGLGNQPQHF. Result: 1 (the TCR binds to the epitope).